From a dataset of Reaction yield outcomes from USPTO patents with 853,638 reactions. Predict the reaction yield, written as a fraction of the theoretical maximum amount of product (1.0 means a 100% yield; for example, 0.34 means a 34% yield). (1) The reactants are C(=O)([O-])[O-].[Cs+].[Cs+].[CH2:7]([C@H:14]1[CH2:18][O:17][C:16](=[O:19])[N:15]1[C:20](=[O:35])[CH2:21][C@@H:22]([C:28]1[CH:33]=[CH:32][C:31]([OH:34])=[CH:30][CH:29]=1)[C:23]1[CH:27]=[CH:26][O:25][N:24]=1)[C:8]1[CH:13]=[CH:12][CH:11]=[CH:10][CH:9]=1.[C:36]([C:40]1[CH:45]=[CH:44][C:43]([CH2:46]Cl)=[CH:42][C:41]=1[CH:48]([CH3:50])[CH3:49])([CH3:39])([CH3:38])[CH3:37].O. The catalyst is CN(C=O)C. The product is [C:36]([C:40]1[CH:45]=[CH:44][C:43]([CH2:46][O:34][C:31]2[CH:32]=[CH:33][C:28]([C@@H:22]([C:23]3[CH:27]=[CH:26][O:25][N:24]=3)[CH2:21][C:20]([N:15]3[C@@H:14]([CH2:7][C:8]4[CH:13]=[CH:12][CH:11]=[CH:10][CH:9]=4)[CH2:18][O:17][C:16]3=[O:19])=[O:35])=[CH:29][CH:30]=2)=[CH:42][C:41]=1[CH:48]([CH3:50])[CH3:49])([CH3:39])([CH3:38])[CH3:37]. The yield is 0.300. (2) The reactants are C([O:4][C@@H:5]1[C@@H:10]([O:11]C(=O)C)[C@H:9]([O:15]C(=O)C)[C@@H:8]([CH2:19][O:20]C(=O)C)[O:7][C@H:6]1[O:24][C:25]1[C:26]([O:28][C@H:29]([C@H:32]([CH2:34][OH:35])[OH:33])[C:30]=1[OH:31])=[O:27])(=O)C.C(=O)([O-])[O-].[K+].[K+]. The catalyst is CO.O. The product is [C@@H:6]1([O:24][C:25]2[C:26]([O:28][C@H:29]([C@H:32]([CH2:34][OH:35])[OH:33])[C:30]=2[OH:31])=[O:27])[O:7][C@H:8]([CH2:19][OH:20])[C@@H:9]([OH:15])[C@H:10]([OH:11])[C@H:5]1[OH:4]. The yield is 1.00. (3) The reactants are Br[C:2]1[CH:17]=[CH:16][CH:15]=[C:14]([N+:18]([O-:20])=[O:19])[C:3]=1[O:4][CH2:5][CH2:6][O:7][CH:8]1[CH2:13][CH2:12][CH2:11][CH2:10][O:9]1.C(=O)([O-])O.[Na+].[CH:26]1([C:32]2[C:40]3[C:35](=[CH:36][C:37]([C:41]([O:43][CH3:44])=[O:42])=[CH:38][CH:39]=3)[NH:34][C:33]=2B2OC(C)(C)C(C)(C)O2)[CH2:31][CH2:30][CH2:29][CH2:28][CH2:27]1. The catalyst is COCCOC.O.C1C=CC([P]([Pd]([P](C2C=CC=CC=2)(C2C=CC=CC=2)C2C=CC=CC=2)([P](C2C=CC=CC=2)(C2C=CC=CC=2)C2C=CC=CC=2)[P](C2C=CC=CC=2)(C2C=CC=CC=2)C2C=CC=CC=2)(C2C=CC=CC=2)C2C=CC=CC=2)=CC=1. The product is [CH:26]1([C:32]2[C:40]3[C:35](=[CH:36][C:37]([C:41]([O:43][CH3:44])=[O:42])=[CH:38][CH:39]=3)[NH:34][C:33]=2[C:2]2[CH:17]=[CH:16][CH:15]=[C:14]([N+:18]([O-:20])=[O:19])[C:3]=2[O:4][CH2:5][CH2:6][O:7][CH:8]2[CH2:13][CH2:12][CH2:11][CH2:10][O:9]2)[CH2:27][CH2:28][CH2:29][CH2:30][CH2:31]1. The yield is 0.770.